Dataset: Forward reaction prediction with 1.9M reactions from USPTO patents (1976-2016). Task: Predict the product of the given reaction. (1) Given the reactants Cl[CH2:2][C:3]1[O:4][CH:5]=[C:6]([OH:10])[C:7](=[O:9])[CH:8]=1.[N-:11]=[N+:12]=[N-:13].[Na+], predict the reaction product. The product is: [N:11]([CH2:2][C:3]1[O:4][CH:5]=[C:6]([OH:10])[C:7](=[O:9])[CH:8]=1)=[N+:12]=[N-:13]. (2) Given the reactants C(NC(C)C)(C)C.O1CCCC1.C([Li])CCC.C(=O)=O.C(N(CC)[C:24](=[O:39])[C:25]1[CH:30]=[CH:29][C:28]([F:31])=[CH:27][C:26]=1[C:32]1[CH:33]=[N:34][CH:35]=[CH:36][C:37]=1[CH3:38])C, predict the reaction product. The product is: [F:31][C:28]1[CH:29]=[CH:30][C:25]2=[C:24]([OH:39])[CH:38]=[C:37]3[C:32]([CH:33]=[N:34][CH:35]=[CH:36]3)=[C:26]2[CH:27]=1. (3) Given the reactants [NH2:1][C:2]1[N:3]=[C:4]([N:20]2[CH2:25][CH2:24][NH:23][CH2:22][CH2:21]2)[C:5]2[N:10]=[C:9]([CH2:11][CH2:12][C:13]3[CH:18]=[CH:17][C:16]([F:19])=[CH:15][CH:14]=3)[S:8][C:6]=2[N:7]=1.[Cl:26][C:27]1[CH:32]=[CH:31][C:30]([CH2:33][C:34](O)=[O:35])=[CH:29][CH:28]=1.CN(C(ON1N=NC2C=CC=CC1=2)=[N+](C)C)C.[B-](F)(F)(F)F.C(N(C(C)C)CC)(C)C, predict the reaction product. The product is: [NH2:1][C:2]1[N:3]=[C:4]([N:20]2[CH2:25][CH2:24][N:23]([C:34](=[O:35])[CH2:33][C:30]3[CH:31]=[CH:32][C:27]([Cl:26])=[CH:28][CH:29]=3)[CH2:22][CH2:21]2)[C:5]2[N:10]=[C:9]([CH2:11][CH2:12][C:13]3[CH:18]=[CH:17][C:16]([F:19])=[CH:15][CH:14]=3)[S:8][C:6]=2[N:7]=1. (4) The product is: [I:32][CH2:1][CH2:2][CH2:3][CH2:4][CH2:5][CH2:6][CH2:7][CH2:8][CH2:9][CH:10]=[CH2:11]. Given the reactants [CH2:1](O)[CH2:2][CH2:3][CH2:4][CH2:5][CH2:6][CH2:7][CH2:8][CH2:9][CH:10]=[CH2:11].C1(P(C2C=CC=CC=2)C2C=CC=CC=2)C=CC=CC=1.[I:32]I.N1C=CN=C1, predict the reaction product. (5) The product is: [CH3:1][O:2][C:3](=[O:20])[C:4]1[CH:9]=[C:8]([C:10]([C:12]2[N:17]=[CH:16][C:15]([N:26]([C:25]3[CH:28]=[CH:29][C:22]([Cl:21])=[CH:23][CH:24]=3)[CH3:27])=[CH:14][N:13]=2)=[O:11])[CH:7]=[CH:6][C:5]=1[F:19]. Given the reactants [CH3:1][O:2][C:3](=[O:20])[C:4]1[CH:9]=[C:8]([C:10]([C:12]2[N:17]=[CH:16][C:15](Br)=[CH:14][N:13]=2)=[O:11])[CH:7]=[CH:6][C:5]=1[F:19].[Cl:21][C:22]1[CH:29]=[CH:28][C:25]([NH:26][CH3:27])=[CH:24][CH:23]=1, predict the reaction product. (6) Given the reactants [OH:1][C:2]1[CH:3]=[C:4]([S:8][C:9]([CH3:15])([CH3:14])[C:10]([O:12][CH3:13])=[O:11])[CH:5]=[CH:6][CH:7]=1.[N+:16](C1OC(CO)=CC=1)([O-:18])=[O:17].[CH3:38][CH:37]([O:36][C:34](/N=N/[C:34]([O:36][CH:37]([CH3:39])[CH3:38])=O)=O)[CH3:39].[C:40]1(P([C:40]2[CH:45]=[CH:44][CH:43]=[CH:42][CH:41]=2)[C:40]2[CH:45]=[CH:44][CH:43]=[CH:42][CH:41]=2)[CH:45]=[CH:44][CH:43]=[CH:42][CH:41]=1.[CH2:59]1COCC1, predict the reaction product. The product is: [N+:16]([C:40]1[CH:45]=[CH:44][C:43]([C:34]2[O:36][C:37]([CH2:38][O:1][C:2]3[CH:3]=[C:4]([S:8][C:9]([CH3:15])([CH3:14])[C:10]([O:12][CH3:13])=[O:11])[CH:5]=[CH:6][CH:7]=3)=[CH:39][CH:59]=2)=[CH:42][CH:41]=1)([O-:18])=[O:17]. (7) Given the reactants C(N(CC)C(C)C)(C)C.[NH2:10][C:11]1([CH3:39])[CH2:16][CH2:15][N:14]([C:17](=[O:38])[C:18]([NH:20][CH2:21][C:22]23[O:30][C:29]([CH3:32])([CH3:31])[O:28][CH:27]2[CH:26]2[O:33][C:34]([CH3:37])([CH3:36])[O:35][CH:25]2[CH2:24][O:23]3)=[O:19])[CH2:13][CH2:12]1.Cl[CH2:41][C:42]([N:44]1[CH2:48][CH2:47][CH2:46][C@H:45]1[C:49]#[N:50])=[O:43], predict the reaction product. The product is: [C:49]([C@@H:45]1[CH2:46][CH2:47][CH2:48][N:44]1[C:42](=[O:43])[CH2:41][NH:10][C:11]1([CH3:39])[CH2:16][CH2:15][N:14]([C:17](=[O:38])[C:18]([NH:20][CH2:21][C:22]23[O:30][C:29]([CH3:32])([CH3:31])[O:28][CH:27]2[CH:26]2[O:33][C:34]([CH3:37])([CH3:36])[O:35][CH:25]2[CH2:24][O:23]3)=[O:19])[CH2:13][CH2:12]1)#[N:50].